Task: Predict the reactants needed to synthesize the given product.. Dataset: Full USPTO retrosynthesis dataset with 1.9M reactions from patents (1976-2016) (1) Given the product [N:1]([CH:23]([C:13]1[N:12]([CH2:5][C:6]2[CH:11]=[CH:10][CH:9]=[CH:8][CH:7]=2)[C:17](=[O:18])[C:16]2[CH:19]=[CH:20][N:21]=[CH:22][C:15]=2[N:14]=1)[CH:24]([CH3:26])[CH3:25])=[N+:2]=[N-:3], predict the reactants needed to synthesize it. The reactants are: [N-:1]=[N+:2]=[N-:3].[Na+].[CH2:5]([N:12]1[C:17](=[O:18])[C:16]2[CH:19]=[CH:20][N:21]=[CH:22][C:15]=2[N:14]=[C:13]1[CH:23](Br)[CH:24]([CH3:26])[CH3:25])[C:6]1[CH:11]=[CH:10][CH:9]=[CH:8][CH:7]=1.CCOCC. (2) Given the product [OH:25][CH2:24][C@@H:23]([NH:22][C:18]([C:14]1[S:13][C:12](/[CH:11]=[CH:10]/[C:9]2[C:5]([CH2:1][CH2:2][CH2:3][CH3:4])=[N:6][O:7][C:8]=2[CH3:21])=[N:16][C:15]=1[CH3:17])=[O:20])[CH2:26][CH3:27], predict the reactants needed to synthesize it. The reactants are: [CH2:1]([C:5]1[C:9](/[CH:10]=[CH:11]/[C:12]2[S:13][C:14]([C:18]([OH:20])=O)=[C:15]([CH3:17])[N:16]=2)=[C:8]([CH3:21])[O:7][N:6]=1)[CH2:2][CH2:3][CH3:4].[NH2:22][C@@H:23]([CH2:26][CH3:27])[CH2:24][OH:25]. (3) Given the product [NH2:24][C@H:22]([CH3:23])[C:21]([NH:20][CH2:19][CH2:18][O:17][C:16]1[CH:33]=[C:34]([C:36]2[CH:37]=[N:38][N:39]([CH3:41])[CH:40]=2)[CH:35]=[C:14]([NH:13][C:8]2[N:7]=[CH:6][C:5]3[C:10](=[CH:11][CH:12]=[C:3]([C:1]#[CH:2])[CH:4]=3)[N:9]=2)[CH:15]=1)=[O:32], predict the reactants needed to synthesize it. The reactants are: [C:1]([C:3]1[CH:4]=[C:5]2[C:10](=[CH:11][CH:12]=1)[N:9]=[C:8]([NH:13][C:14]1[CH:15]=[C:16]([CH:33]=[C:34]([C:36]3[CH:37]=[N:38][N:39]([CH3:41])[CH:40]=3)[CH:35]=1)[O:17][CH2:18][CH2:19][NH:20][C:21](=[O:32])[C@H:22]([NH:24]C(=O)OC(C)(C)C)[CH3:23])[N:7]=[CH:6]2)#[CH:2].Cl.O1CCOCC1.